Dataset: Reaction yield outcomes from USPTO patents with 853,638 reactions. Task: Predict the reaction yield, written as a fraction of the theoretical maximum amount of product (1.0 means a 100% yield; for example, 0.34 means a 34% yield). (1) The reactants are [C:1]([S:4][C@@H:5]1[CH2:22][CH2:21][C@@:20]2([CH3:23])[CH:7]([C@@H:8]([OH:25])[CH2:9][C@@H:10]3[C@@H:19]2[CH2:18][CH2:17][C@@:15]2([CH3:16])[C@H:11]3[CH2:12][CH2:13][C@@H:14]2[OH:24])[CH2:6]1)(=[O:3])[CH3:2]. The catalyst is C(Cl)Cl.CCC[N+](CCC)(CCC)CCC.[O-][Ru](=O)(=O)=O. The product is [C:1]([S:4][C@@H:5]1[CH2:22][CH2:21][C@@:20]2([CH3:23])[CH:7]([C:8](=[O:25])[CH2:9][C@@H:10]3[C@@H:19]2[CH2:18][CH2:17][C@@:15]2([CH3:16])[C@H:11]3[CH2:12][CH2:13][C:14]2=[O:24])[CH2:6]1)(=[O:3])[CH3:2]. The yield is 0.760. (2) The reactants are [Cl:1][C:2]1[CH:7]=[CH:6][C:5]([C:8]([N:10]=[C:11]=[S:12])=[O:9])=[CH:4][CH:3]=1.[CH3:13][O:14][C:15]1[CH:16]=[C:17]2[C:22](=[CH:23][C:24]=1[O:25][CH3:26])[N:21]=[CH:20][CH:19]=[C:18]2[O:27][C:28]1[CH:34]=[CH:33][C:31]([NH2:32])=[C:30]([CH3:35])[C:29]=1[CH3:36].C1(C)C=CC=CC=1. The catalyst is C(O)C. The product is [Cl:1][C:2]1[CH:3]=[CH:4][C:5]([C:8]([NH:10][C:11]([NH:32][C:31]2[CH:33]=[CH:34][C:28]([O:27][C:18]3[C:17]4[C:22](=[CH:23][C:24]([O:25][CH3:26])=[C:15]([O:14][CH3:13])[CH:16]=4)[N:21]=[CH:20][CH:19]=3)=[C:29]([CH3:36])[C:30]=2[CH3:35])=[S:12])=[O:9])=[CH:6][CH:7]=1. The yield is 0.680. (3) The reactants are [C:1](Cl)(=[O:10])[O:2][CH2:3][C:4]1[CH:9]=[CH:8][CH:7]=[CH:6][CH:5]=1.[NH:12]1[CH2:17][CH2:16][CH2:15][CH:14]([C:18]([O:20][CH2:21][CH3:22])=[O:19])[CH2:13]1.C([O-])([O-])=O.[K+].[K+].C1COCC1. The catalyst is CCOCC.O. The product is [N:12]1([C:1]([O:2][CH2:3][C:4]2[CH:9]=[CH:8][CH:7]=[CH:6][CH:5]=2)=[O:10])[CH2:17][CH2:16][CH2:15][CH:14]([C:18]([O:20][CH2:21][CH3:22])=[O:19])[CH2:13]1. The yield is 0.860. (4) The reactants are Br[C:2]1[CH:3]=[C:4]2[C:8](=[CH:9][CH:10]=1)[CH2:7][N:6]([C:11]([C:24]1[CH:29]=[CH:28][CH:27]=[CH:26][CH:25]=1)([C:18]1[CH:23]=[CH:22][CH:21]=[CH:20][CH:19]=1)[C:12]1[CH:17]=[CH:16][CH:15]=[CH:14][CH:13]=1)[CH2:5]2.C([Li])CCC.[CH3:35][N:36]1[CH2:41][CH2:40][C:39](=[O:42])[CH2:38][CH2:37]1. The catalyst is C1COCC1. The product is [CH3:35][N:36]1[CH2:41][CH2:40][C:39]([C:2]2[CH:3]=[C:4]3[C:8](=[CH:9][CH:10]=2)[CH2:7][N:6]([C:11]([C:24]2[CH:29]=[CH:28][CH:27]=[CH:26][CH:25]=2)([C:18]2[CH:19]=[CH:20][CH:21]=[CH:22][CH:23]=2)[C:12]2[CH:17]=[CH:16][CH:15]=[CH:14][CH:13]=2)[CH2:5]3)([OH:42])[CH2:38][CH2:37]1. The yield is 0.570.